From a dataset of Catalyst prediction with 721,799 reactions and 888 catalyst types from USPTO. Predict which catalyst facilitates the given reaction. (1) Reactant: [Cl-].[Ca+2].[Cl-].[C:4]([CH:6]=[C:7]([NH:16][C:17](=O)[O:18]CC)[C:8]1[CH:13]=[CH:12][C:11]([Cl:14])=[CH:10][C:9]=1[Cl:15])#[N:5].[CH3:22][CH:23]([N:25]1[CH2:30][CH2:29][CH:28]([C:31]([NH:33][NH2:34])=O)[CH2:27][CH2:26]1)[CH3:24].O. Product: [Cl:15][C:9]1[CH:10]=[C:11]([Cl:14])[CH:12]=[CH:13][C:8]=1[C:7]1[NH:16][C:17](=[O:18])[N:34]2[N:33]=[C:31]([CH:28]3[CH2:29][CH2:30][N:25]([CH:23]([CH3:24])[CH3:22])[CH2:26][CH2:27]3)[N:5]=[C:4]2[CH:6]=1. The catalyst class is: 60. (2) Reactant: Cl[C:2]1[C:3]2[C:4](=[CH:14][N:15](CC3C=CC(OC)=CC=3)[N:16]=2)[N:5]=[C:6]([C:8]2[CH:13]=[CH:12][N:11]=[CH:10][CH:9]=2)[N:7]=1.[N:26]1([C:31]2[CH:37]=[CH:36][C:34]([NH2:35])=[CH:33][CH:32]=2)[CH2:30][CH2:29][CH2:28][CH2:27]1.Cl. Product: [N:11]1[CH:10]=[CH:9][C:8]([C:6]2[N:7]=[C:2]([NH:35][C:34]3[CH:33]=[CH:32][C:31]([N:26]4[CH2:30][CH2:29][CH2:28][CH2:27]4)=[CH:37][CH:36]=3)[C:3]3[NH:16][N:15]=[CH:14][C:4]=3[N:5]=2)=[CH:13][CH:12]=1. The catalyst class is: 71. (3) Reactant: C(=O)([O-])[O-].[K+].[K+].[CH2:7](Cl)[C:8]1[CH:13]=[CH:12][CH:11]=[CH:10][CH:9]=1.[OH:15][C:16]1[CH:17]=[C:18]([CH:21]=[CH:22][C:23]=1[O:24][CH:25]([CH3:27])[CH3:26])[CH:19]=[O:20].Cl. Product: [CH2:7]([O:15][C:16]1[CH:17]=[C:18]([CH:21]=[CH:22][C:23]=1[O:24][CH:25]([CH3:27])[CH3:26])[CH:19]=[O:20])[C:8]1[CH:13]=[CH:12][CH:11]=[CH:10][CH:9]=1. The catalyst class is: 815. (4) Reactant: [N+:1]([C:4]1[CH:9]=[CH:8][C:7]([NH:10][C:11](=[O:15])[CH:12]([CH3:14])[CH3:13])=[CH:6][CH:5]=1)([O-])=O.[Cl-].[NH4+]. The catalyst class is: 186. Product: [NH2:1][C:4]1[CH:5]=[CH:6][C:7]([NH:10][C:11](=[O:15])[CH:12]([CH3:13])[CH3:14])=[CH:8][CH:9]=1. (5) Reactant: [N+:1](=[C:3]([C:9]([C:11]1[CH:16]=[CH:15][CH:14]=[CH:13][C:12]=1[F:17])=[O:10])[C:4]([O:6][CH2:7][CH3:8])=[O:5])=[N-:2].C(P(CCCC)CCCC)CCC. Product: [F:17][C:12]1[CH:13]=[CH:14][CH:15]=[CH:16][C:11]=1[C:9](=[O:10])[C:3](=[N:1][NH2:2])[C:4]([O:6][CH2:7][CH3:8])=[O:5]. The catalyst class is: 10. (6) Reactant: [Cl:1][C:2]1[CH:7]=[CH:6][C:5]([C:8]#[C:9][Si](C)(C)C)=[CH:4][C:3]=1[N+:14]([O-:16])=[O:15].C(=O)([O-])[O-].[K+].[K+]. Product: [Cl:1][C:2]1[CH:7]=[CH:6][C:5]([C:8]#[CH:9])=[CH:4][C:3]=1[N+:14]([O-:16])=[O:15]. The catalyst class is: 5. (7) Reactant: C(Cl)(=O)C(Cl)=O.[O:7]=[C:8]1[CH:15]2[CH2:16][C:11]3([C:18](O)=[O:19])[CH2:12][CH:13]([CH2:17][CH:9]1[CH2:10]3)[CH2:14]2.[NH2:21][C@H:22]1[CH2:27][CH2:26][CH2:25][N:24]([C:28]([O:30][C:31]([CH3:34])([CH3:33])[CH3:32])=[O:29])[CH2:23]1.C(N(CC)C(C)C)(C)C. Product: [O:7]=[C:8]1[CH:9]2[CH2:10][C:11]3([C:18]([NH:21][C@H:22]4[CH2:27][CH2:26][CH2:25][N:24]([C:28]([O:30][C:31]([CH3:34])([CH3:33])[CH3:32])=[O:29])[CH2:23]4)=[O:19])[CH2:12][CH:13]([CH2:14][CH:15]1[CH2:16]3)[CH2:17]2. The catalyst class is: 59.